Regression. Given a peptide amino acid sequence and an MHC pseudo amino acid sequence, predict their binding affinity value. This is MHC class II binding data. From a dataset of Peptide-MHC class II binding affinity with 134,281 pairs from IEDB. (1) The peptide sequence is YDKFLAQVSTVLTGK. The MHC is DRB1_0401 with pseudo-sequence DRB1_0401. The binding affinity (normalized) is 0.651. (2) The binding affinity (normalized) is 0.373. The MHC is DRB1_0101 with pseudo-sequence DRB1_0101. The peptide sequence is EKKRFAATQFEPLAA. (3) The peptide sequence is QPEQPQQKFPEQERP. The MHC is HLA-DQA10501-DQB10201 with pseudo-sequence HLA-DQA10501-DQB10201. The binding affinity (normalized) is 0. (4) The peptide sequence is IGEGKVTLRIRNVRF. The MHC is DRB1_0701 with pseudo-sequence DRB1_0701. The binding affinity (normalized) is 0.832. (5) The peptide sequence is RSRPRRTTRRMDRRT. The MHC is DRB1_1201 with pseudo-sequence DRB1_1201. The binding affinity (normalized) is 0.352. (6) The MHC is HLA-DPA10301-DPB10402 with pseudo-sequence HLA-DPA10301-DPB10402. The binding affinity (normalized) is 0.868. The peptide sequence is EKKNFAATQFEPLAA. (7) The peptide sequence is YDKFLARVSTVLTGK. The MHC is DRB1_0404 with pseudo-sequence DRB1_0404. The binding affinity (normalized) is 0.370.